From a dataset of Catalyst prediction with 721,799 reactions and 888 catalyst types from USPTO. Predict which catalyst facilitates the given reaction. (1) Product: [CH3:3][C:2]([O:6][C:7]1[CH:12]=[CH:11][C:10]([C:13]([F:15])([F:14])[F:16])=[CH:9][CH:8]=1)([CH3:1])[C:4]#[C:5][CH2:22][OH:23]. The catalyst class is: 7. Reactant: [CH3:1][C:2]([O:6][C:7]1[CH:12]=[CH:11][C:10]([C:13]([F:16])([F:15])[F:14])=[CH:9][CH:8]=1)([C:4]#[CH:5])[CH3:3].C([Li])CCC.[CH2:22]=[O:23]. (2) Reactant: Cl.Cl[CH2:3][C:4]1[N:5]=[CH:6][N:7]([CH2:10][CH3:11])[C:8]=1[CH3:9].[CH3:12][C:13]1[N:18]=[C:17]([SH:19])[N:16]=[C:15]([OH:20])[CH:14]=1.C(=O)([O-])[O-].[K+].[K+]. Product: [CH2:10]([N:7]1[C:8]([CH3:9])=[C:4]([CH2:3][S:19][C:17]2[N:16]=[C:15]([OH:20])[CH:14]=[C:13]([CH3:12])[N:18]=2)[N:5]=[CH:6]1)[CH3:11]. The catalyst class is: 21. (3) Reactant: O[C:2]([C:17]1[CH:18]=[C:19]([NH:23][C:24](=[O:28])[O:25][CH2:26][CH3:27])[CH:20]=[CH:21][CH:22]=1)([C:4]1[C:9](=[O:10])[CH:8]=[CH:7][N:6]([C:11]2[CH:16]=[CH:15][CH:14]=[CH:13][CH:12]=2)[N:5]=1)[CH3:3].C(O)(C(F)(F)F)=O. Product: [O:10]=[C:9]1[CH:8]=[CH:7][N:6]([C:11]2[CH:16]=[CH:15][CH:14]=[CH:13][CH:12]=2)[N:5]=[C:4]1[C:2]([C:17]1[CH:18]=[C:19]([NH:23][C:24](=[O:28])[O:25][CH2:26][CH3:27])[CH:20]=[CH:21][CH:22]=1)=[CH2:3]. The catalyst class is: 2. (4) Reactant: [Cl:1][C:2]1[N:7]=[C:6](Cl)[C:5]([F:9])=[CH:4][N:3]=1.[F:10][C:11]1[CH:16]=[CH:15][C:14](B(O)O)=[C:13]([O:20][CH3:21])[CH:12]=1.C(=O)([O-])[O-].[K+].[K+]. Product: [Cl:1][C:2]1[N:7]=[C:6]([C:14]2[CH:15]=[CH:16][C:11]([F:10])=[CH:12][C:13]=2[O:20][CH3:21])[C:5]([F:9])=[CH:4][N:3]=1. The catalyst class is: 843. (5) Reactant: C([O:3][C:4](=[O:32])[C:5]1[CH:10]=[CH:9][C:8]([NH:11][C:12]([NH:14][C:15]2[CH:16]=[C:17]3[C:22](=[C:23]([C:25]#[CH:26])[CH:24]=2)[O:21][C:20]([CH3:28])([CH3:27])[CH2:19][C:18]3([CH3:30])[CH3:29])=[O:13])=[CH:7][C:6]=1[F:31])C.[OH-].[Li+]. Product: [C:25]([C:23]1[CH:24]=[C:15]([NH:14][C:12](=[O:13])[NH:11][C:8]2[CH:9]=[CH:10][C:5]([C:4]([OH:32])=[O:3])=[C:6]([F:31])[CH:7]=2)[CH:16]=[C:17]2[C:22]=1[O:21][C:20]([CH3:27])([CH3:28])[CH2:19][C:18]2([CH3:30])[CH3:29])#[CH:26]. The catalyst class is: 364. (6) The catalyst class is: 1. Product: [F:41][C:2]([F:1])([F:40])[C:3]1[CH:4]=[C:5]([CH:33]=[C:34]([C:36]([F:37])([F:38])[F:39])[CH:35]=1)[CH2:6][N:7]([CH2:14][C:15]1[CH:20]=[C:19]([C:21]([F:24])([F:23])[F:22])[CH:18]=[CH:17][C:16]=1[CH:25]([CH:27]1[CH2:32][CH2:31][CH2:30][CH2:29][CH2:28]1)[O:26][CH3:44])[C:8]1[N:9]=[N:10][N:11]([CH3:13])[N:12]=1. Reactant: [F:1][C:2]([F:41])([F:40])[C:3]1[CH:4]=[C:5]([CH:33]=[C:34]([C:36]([F:39])([F:38])[F:37])[CH:35]=1)[CH2:6][N:7]([CH2:14][C:15]1[CH:20]=[C:19]([C:21]([F:24])([F:23])[F:22])[CH:18]=[CH:17][C:16]=1[CH:25]([CH:27]1[CH2:32][CH2:31][CH2:30][CH2:29][CH2:28]1)[OH:26])[C:8]1[N:9]=[N:10][N:11]([CH3:13])[N:12]=1.[H-].[Na+].[CH3:44]I. (7) Reactant: OC1C2N=NNC=2C=CC=1.[CH3:11][C:12]1[CH:13]=[CH:14][C:15]([N:21]2[N:25]=[CH:24][CH:23]=[N:22]2)=[C:16]([CH:20]=1)[C:17]([OH:19])=O.[CH2:26]1[C:28]2([CH2:33][CH2:32][NH:31][CH:30]([CH2:34][NH:35][C:36]3[CH:41]=[CH:40][C:39]([Cl:42])=[CH:38][N:37]=3)[CH2:29]2)[CH2:27]1. Product: [Cl:42][C:39]1[CH:40]=[CH:41][C:36]([NH:35][CH2:34][C@H:30]2[N:31]([C:17]([C:16]3[CH:20]=[C:12]([CH3:11])[CH:13]=[CH:14][C:15]=3[N:21]3[N:25]=[CH:24][CH:23]=[N:22]3)=[O:19])[CH2:32][CH2:33][C:28]3([CH2:27][CH2:26]3)[CH2:29]2)=[N:37][CH:38]=1. The catalyst class is: 4. (8) Reactant: [CH2:1]([N:8]([C:30]1[CH:31]=[CH:32][C:33]([OH:39])=[C:34]([CH:38]=1)[C:35]([OH:37])=[O:36])[C:9](=[O:29])[CH2:10][N:11]([CH2:22][C:23]1[CH:28]=[CH:27][CH:26]=[CH:25][CH:24]=1)[S:12]([C:15]1[CH:20]=[CH:19][C:18]([CH3:21])=[CH:17][CH:16]=1)(=[O:14])=[O:13])[C:2]1[CH:7]=[CH:6][CH:5]=[CH:4][CH:3]=1.[C:40](#[N:42])[CH3:41]. Product: [CH2:22]([N:11]([CH2:10][C:9]([N:8]([C:30]1[CH:31]=[CH:32][C:33]([OH:39])=[C:34]([CH:38]=1)[C:35]([OH:37])=[O:36])[CH2:1][C:2]1[CH:3]=[CH:4][C:5]([N:42]2[CH2:20][CH2:15][CH2:16][CH2:41][CH2:40]2)=[CH:6][CH:7]=1)=[O:29])[S:12]([C:15]1[CH:16]=[CH:17][C:18]([C:21]2[CH:6]=[CH:7][CH:2]=[CH:3][CH:4]=2)=[CH:19][CH:20]=1)(=[O:14])=[O:13])[C:23]1[CH:28]=[CH:27][CH:26]=[CH:25][CH:24]=1. The catalyst class is: 6. (9) Reactant: [CH:1]1([C:4]2[C:5]([NH:21][C@@H:22]3[C:30]4[C:25](=[CH:26][CH:27]=[CH:28][CH:29]=4)[CH2:24][C@@H:23]3O)=[N:6][C:7]([CH:18]3[CH2:20][CH2:19]3)=[C:8]([C:10]3[CH:15]=[CH:14][C:13]([Cl:16])=[CH:12][C:11]=3[Cl:17])[N:9]=2)[CH2:3][CH2:2]1.C1C=CC(P(C2C=CC=CC=2)C2C=CC=CC=2)=CC=1.[NH:51]=[N+:52]=[N-:53].CCOC(/N=N/C(OCC)=O)=O. Product: [N:51]([C@@H:23]1[CH2:24][C:25]2[C:30](=[CH:29][CH:28]=[CH:27][CH:26]=2)[C@H:22]1[NH:21][C:5]1[C:4]([CH:1]2[CH2:3][CH2:2]2)=[N:9][C:8]([C:10]2[CH:15]=[CH:14][C:13]([Cl:16])=[CH:12][C:11]=2[Cl:17])=[C:7]([CH:18]2[CH2:19][CH2:20]2)[N:6]=1)=[N+:52]=[N-:53]. The catalyst class is: 247.